Dataset: Full USPTO retrosynthesis dataset with 1.9M reactions from patents (1976-2016). Task: Predict the reactants needed to synthesize the given product. (1) Given the product [O:1]1[CH2:2][CH2:3][N:4]([CH2:7][CH2:8][O:9][C:10]2[CH:11]=[CH:12][C:13]([N:16]3[C:21](=[O:22])[CH:20]=[CH:19][C:18]4[C:23]([C:31]5[CH:32]=[CH:33][CH:34]=[CH:35][CH:36]=5)=[C:24]([C:26]([OH:28])=[O:27])[S:25][C:17]3=4)=[CH:14][CH:15]=2)[CH2:5][CH2:6]1, predict the reactants needed to synthesize it. The reactants are: [O:1]1[CH2:6][CH2:5][N:4]([CH2:7][CH2:8][O:9][C:10]2[CH:15]=[CH:14][C:13]([N:16]3[C:21](=[O:22])[CH:20]=[CH:19][C:18]4[C:23]([C:31]5[CH:36]=[CH:35][CH:34]=[CH:33][CH:32]=5)=[C:24]([C:26]([O:28]CC)=[O:27])[S:25][C:17]3=4)=[CH:12][CH:11]=2)[CH2:3][CH2:2]1.[OH-].[Na+].CCO. (2) Given the product [Cl:8][CH2:7][C:4]1[N:3]=[C:2]([C:14]2[N:18]3[CH:19]=[CH:20][C:21]([C:23]([F:24])([F:25])[F:26])=[N:22][C:17]3=[N:16][CH:15]=2)[S:6][N:5]=1, predict the reactants needed to synthesize it. The reactants are: Cl[C:2]1[S:6][N:5]=[C:4]([CH2:7][Cl:8])[N:3]=1.C([Sn](CCCC)(CCCC)[C:14]1[N:18]2[CH:19]=[CH:20][C:21]([C:23]([F:26])([F:25])[F:24])=[N:22][C:17]2=[N:16][CH:15]=1)CCC. (3) The reactants are: [CH3:1][C:2]([CH3:8])([CH3:7])[CH:3]([OH:6])[C:4]#[CH:5].[Si:9](OS(C(F)(F)F)(=O)=O)([C:12]([CH3:15])([CH3:14])[CH3:13])([CH3:11])[CH3:10].N1C=CN=C1.C([O-])(O)=O.[Na+]. Given the product [C:12]([Si:9]([O:6][CH:3]([C:2]([CH3:8])([CH3:7])[CH3:1])[C:4]#[CH:5])([CH3:11])[CH3:10])([CH3:15])([CH3:14])[CH3:13], predict the reactants needed to synthesize it. (4) Given the product [C:1]([O:5][C:6](=[O:35])[CH2:7][CH2:8][C:9]1[CH:14]=[CH:13][C:12]([O:15][Si:16]([C:29]([CH3:32])([CH3:31])[CH3:30])([C:17]2[CH:18]=[CH:19][CH:20]=[CH:21][CH:22]=2)[C:23]2[CH:28]=[CH:27][CH:26]=[CH:25][CH:24]=2)=[CH:11][C:10]=1[CH2:33][OH:34])([CH3:4])([CH3:2])[CH3:3], predict the reactants needed to synthesize it. The reactants are: [C:1]([O:5][C:6](=[O:35])[CH:7]=[CH:8][C:9]1[CH:14]=[CH:13][C:12]([O:15][Si:16]([C:29]([CH3:32])([CH3:31])[CH3:30])([C:23]2[CH:28]=[CH:27][CH:26]=[CH:25][CH:24]=2)[C:17]2[CH:22]=[CH:21][CH:20]=[CH:19][CH:18]=2)=[CH:11][C:10]=1[CH:33]=[O:34])([CH3:4])([CH3:3])[CH3:2].C1COCC1.CO.[H][H]. (5) Given the product [F:33][C:30]1[CH:31]=[C:32]2[C:27](=[CH:28][CH:29]=1)[O:26][CH2:25][CH2:24][C@H:23]2[N:22]1[CH:42]=[N:34][C:19]2[C:20]1=[N:21][C:16]([N:15]1[C:8]3[CH:9]=[C:10]([C:11]#[N:12])[CH:13]=[CH:14][C:7]=3[N:6]=[CH:5]1)=[N:17][CH:18]=2, predict the reactants needed to synthesize it. The reactants are: COC1C=C(OC)C=CC=1[CH2:5][NH:6][C:7]1[CH:14]=[CH:13][C:10]([C:11]#[N:12])=[CH:9][C:8]=1[NH:15][C:16]1[N:21]=[C:20]([NH:22][C@H:23]2[C:32]3[C:27](=[CH:28][CH:29]=[C:30]([F:33])[CH:31]=3)[O:26][CH2:25][CH2:24]2)[C:19]([NH2:34])=[CH:18][N:17]=1.O.[C:42]1(C)C=CC(S(O)(=O)=O)=CC=1.C(OC)(OC)OC. (6) Given the product [Cl:1][C:2]1[CH:3]=[C:4]([NH:16][C:17]2[C:26]3[C:21](=[CH:22][C:23]([O:42][C@H:39]4[CH2:40][CH2:41][O:37][CH2:38]4)=[C:24]([N+:27]([O-:29])=[O:28])[CH:25]=3)[N:20]=[CH:19][N:18]=2)[CH:5]=[CH:6][C:7]=1[O:8][CH2:9][C:10]1[CH:15]=[CH:14][CH:13]=[CH:12][N:11]=1, predict the reactants needed to synthesize it. The reactants are: [Cl:1][C:2]1[CH:3]=[C:4]([NH:16][C:17]2[C:26]3[C:21](=[CH:22][C:23](F)=[C:24]([N+:27]([O-:29])=[O:28])[CH:25]=3)[N:20]=[CH:19][N:18]=2)[CH:5]=[CH:6][C:7]=1[O:8][CH2:9][C:10]1[CH:15]=[CH:14][CH:13]=[CH:12][N:11]=1.C[Si](C)(C)[O-].[K+].[O:37]1[CH2:41][CH2:40][C@H:39]([OH:42])[CH2:38]1.O. (7) Given the product [Si:20]([O:15][CH2:14][C:12]1[N:13]=[C:9]([N:3]2[CH2:2][CH:1]3[O:8][CH:5]([CH2:6][CH2:7]3)[CH2:4]2)[S:10][CH:11]=1)([C:17]([CH3:19])([CH3:18])[CH3:16])([CH3:22])[CH3:21], predict the reactants needed to synthesize it. The reactants are: [CH:1]12[O:8][CH:5]([CH2:6][CH2:7]1)[CH2:4][N:3]([C:9]1[S:10][CH:11]=[C:12]([CH2:14][OH:15])[N:13]=1)[CH2:2]2.[CH3:16][C:17]([Si:20](Cl)([CH3:22])[CH3:21])([CH3:19])[CH3:18].N1C=CN=C1.CCO. (8) Given the product [CH3:24][NH:25][C:17](=[O:19])[C@H:12]([CH2:13][CH:14]([CH3:16])[CH3:15])[NH:11][C:9]([O:8][CH2:1][C:2]1[CH:7]=[CH:6][CH:5]=[CH:4][CH:3]=1)=[O:10], predict the reactants needed to synthesize it. The reactants are: [CH2:1]([O:8][C:9]([NH:11][C@H:12]([C:17]([OH:19])=O)[CH2:13][CH:14]([CH3:16])[CH3:15])=[O:10])[C:2]1[CH:7]=[CH:6][CH:5]=[CH:4][CH:3]=1.Cl.CN.C[CH2:24][N:25](C(C)C)C(C)C.CN(C(ON1N=NC2C=CC=CC1=2)=[N+](C)C)C.[B-](F)(F)(F)F. (9) Given the product [Br:1][C:2]1[N:3]([C:8]2[C:17]3[C:12](=[CH:13][CH:14]=[CH:15][CH:16]=3)[C:11]([CH:18]3[CH2:20][CH2:19]3)=[CH:10][CH:9]=2)[C:4]([S:7][C:22]2([C:26]([O:28][CH2:29][CH3:30])=[O:27])[CH2:25][CH2:24][CH2:23]2)=[N:5][N:6]=1, predict the reactants needed to synthesize it. The reactants are: [Br:1][C:2]1[N:3]([C:8]2[C:17]3[C:12](=[CH:13][CH:14]=[CH:15][CH:16]=3)[C:11]([CH:18]3[CH2:20][CH2:19]3)=[CH:10][CH:9]=2)[C:4]([SH:7])=[N:5][N:6]=1.Br[C:22]1([C:26]([O:28][CH2:29][CH3:30])=[O:27])[CH2:25][CH2:24][CH2:23]1.C(N(C(C)C)CC)(C)C. (10) Given the product [OH:33][C@H:24]([CH2:25][O:26][C:27]1[CH:32]=[CH:31][CH:30]=[CH:29][CH:28]=1)[CH2:23][NH:22][CH:2]1[CH2:7][CH2:6][N:5]([C:8]2[CH:21]=[CH:20][C:11]([CH2:12][CH:13]3[S:17][C:16](=[O:18])[NH:15][C:14]3=[O:19])=[CH:10][CH:9]=2)[CH2:4][CH2:3]1, predict the reactants needed to synthesize it. The reactants are: O=[C:2]1[CH2:7][CH2:6][N:5]([C:8]2[CH:21]=[CH:20][C:11]([CH2:12][CH:13]3[S:17][C:16](=[O:18])[NH:15][C:14]3=[O:19])=[CH:10][CH:9]=2)[CH2:4][CH2:3]1.[NH2:22][CH2:23][C@H:24]([OH:33])[CH2:25][O:26][C:27]1[CH:32]=[CH:31][CH:30]=[CH:29][CH:28]=1.C(O[BH-](OC(=O)C)OC(=O)C)(=O)C.[Na+].C(O)(=O)C.